Dataset: Merck oncology drug combination screen with 23,052 pairs across 39 cell lines. Task: Regression. Given two drug SMILES strings and cell line genomic features, predict the synergy score measuring deviation from expected non-interaction effect. (1) Drug 2: NC(=O)c1cccc2cn(-c3ccc(C4CCCNC4)cc3)nc12. Synergy scores: synergy=58.5. Drug 1: Cn1nnc2c(C(N)=O)ncn2c1=O. Cell line: HCT116. (2) Drug 1: CN1C(=O)C=CC2(C)C3CCC4(C)C(NC(=O)OCC(F)(F)F)CCC4C3CCC12. Drug 2: CCC1(O)C(=O)OCc2c1cc1n(c2=O)Cc2cc3c(CN(C)C)c(O)ccc3nc2-1. Cell line: CAOV3. Synergy scores: synergy=12.5. (3) Drug 1: NC(=O)c1cccc2cn(-c3ccc(C4CCCNC4)cc3)nc12. Drug 2: CCc1cnn2c(NCc3ccc[n+]([O-])c3)cc(N3CCCCC3CCO)nc12. Cell line: SKMEL30. Synergy scores: synergy=-6.96. (4) Drug 1: O=c1[nH]cc(F)c(=O)[nH]1. Drug 2: Cn1cc(-c2cnn3c(N)c(Br)c(C4CCCNC4)nc23)cn1. Cell line: CAOV3. Synergy scores: synergy=58.1. (5) Drug 1: O=P1(N(CCCl)CCCl)NCCCO1. Drug 2: CNC(=O)c1cc(Oc2ccc(NC(=O)Nc3ccc(Cl)c(C(F)(F)F)c3)cc2)ccn1. Cell line: UWB1289BRCA1. Synergy scores: synergy=1.13.